This data is from Full USPTO retrosynthesis dataset with 1.9M reactions from patents (1976-2016). The task is: Predict the reactants needed to synthesize the given product. Given the product [Cl-:50].[OH:43][C:34]1[CH:35]=[CH:36][C:37]2[C:42](=[CH:41][CH:40]=[CH:39][CH:38]=2)[C:33]=1[N:28]=[N:7][C:8]1[CH:23]=[CH:22][CH:21]=[CH:20][C:9]=1[O:10][CH2:11][CH2:12][N+:13]1([CH3:19])[CH2:14][CH2:15][O:16][CH2:17][CH2:18]1, predict the reactants needed to synthesize it. The reactants are: COS([O-])(=O)=O.[NH2:7][C:8]1[CH:23]=[CH:22][CH:21]=[CH:20][C:9]=1[O:10][CH2:11][CH2:12][N+:13]1([CH3:19])[CH2:18][CH2:17][O:16][CH2:15][CH2:14]1.N([O-])=O.[Na+].[NH2:28]S(O)(=O)=O.[CH:33]1[C:42]2[C:37](=[CH:38][CH:39]=[CH:40][CH:41]=2)[CH:36]=[CH:35][C:34]=1[OH:43].C(=O)([O-])[O-].[Na+].[Na+].[ClH:50].